Dataset: Catalyst prediction with 721,799 reactions and 888 catalyst types from USPTO. Task: Predict which catalyst facilitates the given reaction. (1) Reactant: [OH-].[K+].[Br:3][C:4]1[C:5]([CH3:37])=[N:6][C:7]([NH:20][C:21]2[CH:26]=[C:25]([C:27]3[CH:32]=[CH:31][C:30]([F:33])=[CH:29][C:28]=3[O:34][CH3:35])[C:24]([F:36])=[CH:23][N:22]=2)=[CH:8][C:9]=1[CH2:10][S:11]([CH3:19])=[N:12]C(=O)C(F)(F)F.[OH:38]OS([O-])=O.[K+]. Product: [Br:3][C:4]1[C:9]([CH2:10][S:11]([CH3:19])(=[NH:12])=[O:38])=[CH:8][C:7]([NH:20][C:21]2[CH:26]=[C:25]([C:27]3[CH:32]=[CH:31][C:30]([F:33])=[CH:29][C:28]=3[O:34][CH3:35])[C:24]([F:36])=[CH:23][N:22]=2)=[N:6][C:5]=1[CH3:37]. The catalyst class is: 24. (2) Reactant: [NH2:1][C:2]1[CH:9]=[C:8]([CH2:10][CH:11]=[CH2:12])[C:7]([O:13][CH3:14])=[CH:6][C:3]=1[CH2:4][OH:5].Cl[C:16](Cl)([O:18]C(=O)OC(Cl)(Cl)Cl)Cl.C(N(CC)CC)C.O.N. Product: [CH2:10]([C:8]1[C:7]([O:13][CH3:14])=[CH:6][C:3]2[CH2:4][O:5][C:16](=[O:18])[NH:1][C:2]=2[CH:9]=1)[CH:11]=[CH2:12]. The catalyst class is: 30. (3) Reactant: [CH2:1]([O:8][C:9]1[CH:14]=[CH:13][C:12]([NH:15][C:16]([C:18]2[CH:23]=[CH:22][CH:21]=[CH:20][C:19]=2[Cl:24])=[NH:17])=[CH:11][CH:10]=1)[C:2]1[CH:7]=[CH:6][CH:5]=[CH:4][CH:3]=1.C(=O)([O-])[O-].[K+].[K+].Br[CH:32]([CH3:40])[C:33](=O)[C:34]([O:36][CH2:37][CH3:38])=[O:35]. Product: [CH2:1]([O:8][C:9]1[CH:14]=[CH:13][C:12]([N:15]2[C:32]([CH3:40])=[C:33]([C:34]([O:36][CH2:37][CH3:38])=[O:35])[N:17]=[C:16]2[C:18]2[CH:23]=[CH:22][CH:21]=[CH:20][C:19]=2[Cl:24])=[CH:11][CH:10]=1)[C:2]1[CH:3]=[CH:4][CH:5]=[CH:6][CH:7]=1. The catalyst class is: 1. (4) Reactant: C(O)(=O)/C=[CH:3]\[C:4](O)=[O:5].[Cl:9][C:10]1[CH:29]=[CH:28][C:13]2[O:14][C:15]3[CH:27]=[CH:26][CH:25]=[CH:24][C:16]=3[C@@H:17]3[C@H:22]([NH2:23])[CH2:21][CH2:20][CH2:19][N:18]3[C:12]=2[CH:11]=1.N1C=CC=CC=1.C(OC(=O)C)(=O)C. Product: [Cl:9][C:10]1[CH:29]=[CH:28][C:13]2[O:14][C:15]3[CH:27]=[CH:26][CH:25]=[CH:24][C:16]=3[C@@H:17]3[C@H:22]([NH:23][C:4](=[O:5])[CH3:3])[CH2:21][CH2:20][CH2:19][N:18]3[C:12]=2[CH:11]=1. The catalyst class is: 2.